From a dataset of Peptide-MHC class II binding affinity with 134,281 pairs from IEDB. Regression. Given a peptide amino acid sequence and an MHC pseudo amino acid sequence, predict their binding affinity value. This is MHC class II binding data. (1) The peptide sequence is NNALQNLARTISEAG. The MHC is DRB1_1101 with pseudo-sequence DRB1_1101. The binding affinity (normalized) is 0.489. (2) The peptide sequence is AAKPAAAATATATAA. The MHC is DRB1_0802 with pseudo-sequence DRB1_0802. The binding affinity (normalized) is 0.244.